From a dataset of Reaction yield outcomes from USPTO patents with 853,638 reactions. Predict the reaction yield, written as a fraction of the theoretical maximum amount of product (1.0 means a 100% yield; for example, 0.34 means a 34% yield). (1) The reactants are [ClH:1].O1CCOCC1.OC(C(F)(F)F)=O.[CH2:15]1[C:23]2[C:18](=[CH:19][C:20]([NH:24][C:25]([N:27]3[CH2:32][CH2:31][N:30](C(OC(C)(C)C)=O)[CH2:29][CH:28]3[CH2:40][O:41][C:42]3[CH:43]=[N:44][CH:45]=[CH:46][CH:47]=3)=[O:26])=[CH:21][CH:22]=2)[CH2:17][CH2:16]1. The catalyst is CO. The product is [ClH:1].[ClH:1].[CH2:15]1[C:23]2[C:18](=[CH:19][C:20]([NH:24][C:25]([N:27]3[CH2:32][CH2:31][NH:30][CH2:29][CH:28]3[CH2:40][O:41][C:42]3[CH:43]=[N:44][CH:45]=[CH:46][CH:47]=3)=[O:26])=[CH:21][CH:22]=2)[CH2:17][CH2:16]1. The yield is 0.650. (2) The reactants are [OH:1][CH2:2][CH:3]1[CH2:7][N:6]([C@@H:8]([CH2:16][CH3:17])[C:9]([O:11][C:12]([CH3:15])([CH3:14])[CH3:13])=[O:10])[C:5](=[O:18])[CH2:4]1. The catalyst is C(Cl)Cl.N1C=CC=CC=1. The product is [C:12]([O:11][C:9]([C@@H:8]([N:6]1[C:5](=[O:18])[CH2:4][CH:3]([CH:2]=[O:1])[CH2:7]1)[CH2:16][CH3:17])=[O:10])([CH3:15])([CH3:13])[CH3:14]. The yield is 0.410. (3) The reactants are [Cl:1][C:2]1[CH:7]=[CH:6][C:5]([C@@H:8]2[CH2:12][NH:11][CH2:10][C@H:9]2[C:13]([O:15][CH3:16])=[O:14])=[CH:4][CH:3]=1.CCN(C(C)C)C(C)C.Cl[C:27]1[N:28]=[N:29][C:30]([CH3:33])=[CH:31][CH:32]=1. The catalyst is O1CCOCC1. The product is [Cl:1][C:2]1[CH:7]=[CH:6][C:5]([C@@H:8]2[CH2:12][N:11]([C:27]3[N:28]=[N:29][C:30]([CH3:33])=[CH:31][CH:32]=3)[CH2:10][C@H:9]2[C:13]([O:15][CH3:16])=[O:14])=[CH:4][CH:3]=1. The yield is 0.750. (4) The reactants are C1(C[N:8]2[CH2:13][CH2:12][N:11]([C:14]3[CH:19]=[CH:18][CH:17]=[CH:16][N:15]=3)[C:10](=[O:20])[CH2:9]2)C=CC=CC=1.C([O-])=O.[NH4+]. The catalyst is [Pd].O.CO. The product is [N:15]1[CH:16]=[CH:17][CH:18]=[CH:19][C:14]=1[N:11]1[CH2:12][CH2:13][NH:8][CH2:9][C:10]1=[O:20]. The yield is 0.460. (5) The reactants are [Cl-].[Al+3].[Cl-].[Cl-].[Cl-].[Na+].[O:7]1[C:16]2[C:11](=[CH:12][CH:13]=[CH:14][CH:15]=2)[C:10](=[O:17])[CH2:9][CH2:8]1. The catalyst is C(Cl)Cl. The product is [OH:7][C:16]1[CH:15]=[CH:14][CH:13]=[C:12]2[C:11]=1[C:10](=[O:17])[CH2:9][CH2:8]2. The yield is 0.752. (6) The reactants are FC(F)(F)C1C=C(NC(=O)NC2C=CC(C3SC(CCC(O)=O)=NC=3)=CC=2)C=CC=1.[Cl:31][C:32]1[CH:37]=[CH:36][CH:35]=[CH:34][C:33]=1[NH:38][C:39](=[O:59])[NH:40][C:41]1[CH:46]=[CH:45][C:44]([C:47]2[N:51]=[C:50]([CH2:52][CH2:53][CH2:54][C:55]([O:57]C)=[O:56])[O:49][N:48]=2)=[CH:43][CH:42]=1. The product is [Cl:31][C:32]1[CH:37]=[CH:36][CH:35]=[CH:34][C:33]=1[NH:38][C:39](=[O:59])[NH:40][C:41]1[CH:42]=[CH:43][C:44]([C:47]2[N:51]=[C:50]([CH2:52][CH2:53][CH2:54][C:55]([OH:57])=[O:56])[O:49][N:48]=2)=[CH:45][CH:46]=1. No catalyst specified. The yield is 0.860.